From a dataset of Forward reaction prediction with 1.9M reactions from USPTO patents (1976-2016). Predict the product of the given reaction. (1) Given the reactants [Si]([O:8][CH:9]1[CH2:18][C:17]2[C:16]([NH:19][C:20]([NH2:22])=[S:21])=[CH:15][CH:14]=[CH:13][C:12]=2[CH2:11][CH2:10]1)(C(C)(C)C)(C)C.Br[CH:24]([C:30]1[CH:35]=[CH:34][CH:33]=[CH:32][CH:31]=1)[CH:25](OC)OC, predict the reaction product. The product is: [C:30]1([C:24]2[S:21][C:20]([NH:19][C:16]3[CH:15]=[CH:14][CH:13]=[C:12]4[C:17]=3[CH2:18][CH:9]([OH:8])[CH2:10][CH2:11]4)=[N:22][CH:25]=2)[CH:35]=[CH:34][CH:33]=[CH:32][CH:31]=1. (2) Given the reactants Cl[C:2]1[CH:7]=[C:6]([Cl:8])[N:5]=[CH:4][N:3]=1.[NH:9]1[CH:13]=[N:12][CH:11]=[N:10]1.C(=O)([O-])[O-].[Cs+].[Cs+], predict the reaction product. The product is: [Cl:8][C:6]1[CH:7]=[C:2]([N:9]2[CH:13]=[N:12][CH:11]=[N:10]2)[N:3]=[CH:4][N:5]=1. (3) The product is: [CH3:1][C@@H:2]1[CH2:7][CH2:6][CH2:5][CH2:4][C@@H:3]1[N:8]1[C:12]2=[C:13]3[CH:19]=[CH:18][NH:17][C:14]3=[N:15][CH:16]=[C:11]2[N:10]([CH2:28][C:29]#[N:30])[C:9]1=[O:31]. Given the reactants [CH3:1][C@@H:2]1[CH2:7][CH2:6][CH2:5][CH2:4][C@@H:3]1[N:8]1[C:12]2=[C:13]3[CH:19]=[CH:18][N:17](COCC[Si](C)(C)C)[C:14]3=[N:15][CH:16]=[C:11]2[N:10]([CH2:28][C:29]#[N:30])[C:9]1=[O:31].B(F)(F)F.CCOCC.C([O-])(=O)C.[Na+], predict the reaction product. (4) Given the reactants [CH3:1][NH:2][C@@H:3]([CH3:6])[CH2:4][OH:5].[Cl:7][C:8]1[N:13]=[C:12]([Cl:14])[CH:11]=[C:10](Cl)[N:9]=1.C(N(CC)CC)C, predict the reaction product. The product is: [Cl:7][C:8]1[N:9]=[C:10]([N:2]([CH3:1])[C@@H:3]([CH3:6])[CH2:4][OH:5])[CH:11]=[C:12]([Cl:14])[N:13]=1. (5) Given the reactants [NH2:1][C:2]([CH3:18])([CH2:5][N:6]1[N:10]=[C:9]2[C:11]([Br:17])=[CH:12][C:13]([Cl:16])=[C:14]([Br:15])[C:8]2=[N:7]1)[C:3]#[N:4].[F:19][C:20]([F:31])([F:30])[C:21]1[CH:29]=[CH:28][C:24]([C:25](Cl)=[S:26])=[CH:23][CH:22]=1, predict the reaction product. The product is: [Cl:16][C:13]1[CH:12]=[C:11]([Br:17])[C:9]2=[N:10][N:6]([CH2:5][C:2]([NH:1][C:25](=[S:26])[C:24]3[CH:23]=[CH:22][C:21]([C:20]([F:19])([F:30])[F:31])=[CH:29][CH:28]=3)([C:3]#[N:4])[CH3:18])[N:7]=[C:8]2[C:14]=1[Br:15]. (6) Given the reactants [CH:1]1([C:4]2[C:12]3[S:11][CH:10]=[N:9][C:8]=3[CH:7]=[CH:6][CH:5]=2)[CH2:3][CH2:2]1.I[C:14]1[C:15]([NH:28][C@@H:29]2[CH2:34][CH2:33][CH2:32][N:31]([C:35]([O:37][C:38]([CH3:41])([CH3:40])[CH3:39])=[O:36])[CH2:30]2)=[N:16][C:17]([N:22]2[CH2:27][CH2:26][O:25][CH2:24][CH2:23]2)=[N:18][C:19]=1[O:20][CH3:21].C(=O)([O-])[O-].[Cs+].[Cs+], predict the reaction product. The product is: [CH:1]1([C:4]2[C:12]3[S:11][C:10]([C:14]4[C:15]([NH:28][C@@H:29]5[CH2:34][CH2:33][CH2:32][N:31]([C:35]([O:37][C:38]([CH3:41])([CH3:40])[CH3:39])=[O:36])[CH2:30]5)=[N:16][C:17]([N:22]5[CH2:23][CH2:24][O:25][CH2:26][CH2:27]5)=[N:18][C:19]=4[O:20][CH3:21])=[N:9][C:8]=3[CH:7]=[CH:6][CH:5]=2)[CH2:3][CH2:2]1. (7) Given the reactants [F:1][C:2]1[CH:7]=[C:6]([F:8])[CH:5]=[CH:4][C:3]=1B(O)O.[CH3:12][C@H:13]1[CH2:18][CH2:17][CH2:16][CH2:15][N:14]1[C:19]1[C:20](OS(C(F)(F)F)(=O)=O)=[N:21][C:22]2[C:27]([N:28]=1)=[CH:26][C:25]([C:29]([O:31][CH3:32])=[O:30])=[CH:24][CH:23]=2.[O-]P([O-])([O-])=O.[K+].[K+].[K+], predict the reaction product. The product is: [F:1][C:2]1[CH:7]=[C:6]([F:8])[CH:5]=[CH:4][C:3]=1[C:20]1[C:19]([N:14]2[CH2:15][CH2:16][CH2:17][CH2:18][C@@H:13]2[CH3:12])=[N:28][C:27]2[C:22](=[CH:23][CH:24]=[C:25]([C:29]([O:31][CH3:32])=[O:30])[CH:26]=2)[N:21]=1. (8) The product is: [NH2:14][C:12]1[CH:11]=[CH:10][C:9]([F:17])=[C:8]([C:6]2[C:5]([C:18]#[N:19])=[CH:4][CH:3]=[C:2]([F:1])[CH:7]=2)[CH:13]=1. Given the reactants [F:1][C:2]1[CH:7]=[C:6]([C:8]2[CH:13]=[C:12]([N+:14]([O-])=O)[CH:11]=[CH:10][C:9]=2[F:17])[C:5]([C:18]#[N:19])=[CH:4][CH:3]=1.O.O.[Sn](Cl)Cl, predict the reaction product.